From a dataset of Reaction yield outcomes from USPTO patents with 853,638 reactions. Predict the reaction yield, written as a fraction of the theoretical maximum amount of product (1.0 means a 100% yield; for example, 0.34 means a 34% yield). The product is [CH3:1][O:2][C:3]([C:5]1[S:6][C:7]([C:14]2[CH:15]=[CH:16][CH:17]=[CH:18][CH:19]=2)=[CH:8][C:9]=1[N:10]([CH:11]([CH3:13])[CH3:12])[C:26]([CH:23]1[CH2:24][CH:25]=[C:21]([CH3:20])[CH2:22]1)=[O:27])=[O:4]. The reactants are [CH3:1][O:2][C:3]([C:5]1[S:6][C:7]([C:14]2[CH:19]=[CH:18][CH:17]=[CH:16][CH:15]=2)=[CH:8][C:9]=1[NH:10][CH:11]([CH3:13])[CH3:12])=[O:4].[CH3:20][C:21]1[CH2:22][CH:23]([C:26](O)=[O:27])[CH2:24][CH:25]=1.C1C=CC(P(C2C=CC=CC=2)C2C=CC=CC=2)=CC=1.C1C(=O)N(Cl)C(=O)C1. No catalyst specified. The yield is 0.610.